From a dataset of Catalyst prediction with 721,799 reactions and 888 catalyst types from USPTO. Predict which catalyst facilitates the given reaction. (1) Reactant: CC(C)([O-])C.[K+].[CH:7]([N:10]1[CH2:15][CH2:14][CH:13]([OH:16])[CH2:12][CH2:11]1)([CH3:9])[CH3:8].[CH2:17]([N:24]1[CH2:33][CH2:32][C:31]2[N:30]=[C:29](Cl)[CH:28]=[CH:27][C:26]=2[CH2:25]1)[C:18]1[CH:23]=[CH:22][CH:21]=[CH:20][CH:19]=1. Product: [CH2:17]([N:24]1[CH2:33][CH2:32][C:31]2[N:30]=[C:29]([O:16][CH:13]3[CH2:14][CH2:15][N:10]([CH:7]([CH3:9])[CH3:8])[CH2:11][CH2:12]3)[CH:28]=[CH:27][C:26]=2[CH2:25]1)[C:18]1[CH:19]=[CH:20][CH:21]=[CH:22][CH:23]=1. The catalyst class is: 7. (2) Reactant: [OH:1][CH2:2][CH2:3][N:4](C)[C:5](=O)OC(C)(C)C.[F:13][C:14]1[CH:22]=[CH:21][C:17]([C:18]([Cl:20])=[O:19])=[CH:16][CH:15]=1.N1C=CC=CC=1. Product: [ClH:20].[F:13][C:14]1[CH:22]=[CH:21][C:17]([C:18]([O:1][CH2:2][CH2:3][NH:4][CH3:5])=[O:19])=[CH:16][CH:15]=1. The catalyst class is: 13. (3) Reactant: [F:1][C:2]1[CH:3]=[C:4]([CH3:13])[C:5]2[O:9][C:8]([C:10]#[N:11])=[CH:7][C:6]=2[CH:12]=1.C1C(=O)N([Br:21])C(=O)C1. Product: [Br:21][CH2:13][C:4]1[C:5]2[O:9][C:8]([C:10]#[N:11])=[CH:7][C:6]=2[CH:12]=[C:2]([F:1])[CH:3]=1. The catalyst class is: 53. (4) The catalyst class is: 9. Reactant: Cl.C(N=C=NCCCN(C)C)C.Cl.[O:14]=[C:15]1[CH:20]=[C:19]([C:21]2[C:30]3[C:25](=[CH:26][C:27]([O:36][CH3:37])=[C:28]4[O:33][C:32]([CH3:35])([CH3:34])[CH2:31][C:29]4=3)[CH2:24][C:23]([CH3:39])([CH3:38])[N:22]=2)[CH:18]=[CH:17][N:16]1[CH2:40][C:41]1[CH:49]=[CH:48][C:44]([C:45]([OH:47])=O)=[CH:43][CH:42]=1.[NH2:50][C:51]1[CH:56]=[CH:55][N:54]=[CH:53][CH:52]=1.O.ON1C2C=CC=CC=2N=N1. Product: [O:14]=[C:15]1[CH:20]=[C:19]([C:21]2[C:30]3[C:25](=[CH:26][C:27]([O:36][CH3:37])=[C:28]4[O:33][C:32]([CH3:35])([CH3:34])[CH2:31][C:29]4=3)[CH2:24][C:23]([CH3:39])([CH3:38])[N:22]=2)[CH:18]=[CH:17][N:16]1[CH2:40][C:41]1[CH:49]=[CH:48][C:44]([C:45]([NH:50][C:51]2[CH:56]=[CH:55][N:54]=[CH:53][CH:52]=2)=[O:47])=[CH:43][CH:42]=1.